This data is from Peptide-MHC class I binding affinity with 185,985 pairs from IEDB/IMGT. The task is: Regression. Given a peptide amino acid sequence and an MHC pseudo amino acid sequence, predict their binding affinity value. This is MHC class I binding data. (1) The peptide sequence is ARLLNLSGV. The MHC is HLA-A02:01 with pseudo-sequence HLA-A02:01. The binding affinity (normalized) is 0.149. (2) The peptide sequence is QAYAAPQLF. The MHC is HLA-A23:01 with pseudo-sequence HLA-A23:01. The binding affinity (normalized) is 0.851.